Dataset: Forward reaction prediction with 1.9M reactions from USPTO patents (1976-2016). Task: Predict the product of the given reaction. Given the reactants [H-].[Al+3].[Li+].[H-].[H-].[H-].C1COCC1.Cl.[CH3:13][C:14]1[N:15]=[C:16]([NH:19][C:20]2[CH:25]=[C:24]([O:26][C:27]3[CH:28]=[C:29]([CH:35]=[CH:36][CH:37]=3)[O:30][CH2:31][C:32](O)=[O:33])[CH:23]=[CH:22][N:21]=2)[S:17][CH:18]=1.Cl, predict the reaction product. The product is: [CH3:13][C:14]1[N:15]=[C:16]([NH:19][C:20]2[CH:25]=[C:24]([O:26][C:27]3[CH:28]=[C:29]([CH:35]=[CH:36][CH:37]=3)[O:30][CH2:31][CH2:32][OH:33])[CH:23]=[CH:22][N:21]=2)[S:17][CH:18]=1.